From a dataset of Hepatocyte clearance measurements from AstraZeneca. Regression/Classification. Given a drug SMILES string, predict its absorption, distribution, metabolism, or excretion properties. Task type varies by dataset: regression for continuous measurements (e.g., permeability, clearance, half-life) or binary classification for categorical outcomes (e.g., BBB penetration, CYP inhibition). For this dataset (clearance_hepatocyte_az), we predict log10(clearance) (log10 of the in vitro intrinsic clearance, CLint, in uL/min per 10^6 hepatocytes; values are censored to the assay range of 3 to 150, which is 0.477 to 2.18 on this log10 scale). (1) The molecule is O=c1nc(NCc2ccccc2)sn1Cc1ccccc1. The log10(clearance) is 1.30. (2) The drug is Oc1nc2c(O)ccc(CCNCCCOCCOCCc3ccccc3)c2s1. The log10(clearance) is 2.16. (3) The log10(clearance) is 0.880. The molecule is C[C@H](CO)Nc1nc(SCc2cccc(F)c2F)nc2nc(N)sc12. (4) The drug is Cc1c(S(=O)(=O)c2ccc(Cl)cc2)c2c(NS(C)(=O)=O)cccc2n1CC(=O)O. The log10(clearance) is 0.480. (5) The molecule is CC(C)(C)c1csc(N2CCN(C(=O)[C@@H]3CCCC[C@H]3C(=O)NC3(C#N)CC3)CC2)n1. The log10(clearance) is 2.18. (6) The drug is CC[C@@H](Nc1c(Nc2cccc(C(=O)N(C)C)c2O)c(=O)c1=O)c1ccc(C)o1. The log10(clearance) is 1.88.